Dataset: NCI-60 drug combinations with 297,098 pairs across 59 cell lines. Task: Regression. Given two drug SMILES strings and cell line genomic features, predict the synergy score measuring deviation from expected non-interaction effect. Drug 1: CCC(=C(C1=CC=CC=C1)C2=CC=C(C=C2)OCCN(C)C)C3=CC=CC=C3.C(C(=O)O)C(CC(=O)O)(C(=O)O)O. Drug 2: CS(=O)(=O)OCCCCOS(=O)(=O)C. Cell line: MDA-MB-231. Synergy scores: CSS=1.41, Synergy_ZIP=-0.689, Synergy_Bliss=-0.691, Synergy_Loewe=-2.39, Synergy_HSA=-1.70.